From a dataset of Peptide-MHC class I binding affinity with 185,985 pairs from IEDB/IMGT. Regression. Given a peptide amino acid sequence and an MHC pseudo amino acid sequence, predict their binding affinity value. This is MHC class I binding data. (1) The peptide sequence is LSSFFALRF. The MHC is HLA-B15:01 with pseudo-sequence HLA-B15:01. The binding affinity (normalized) is 0.370. (2) The peptide sequence is VLIAGIILL. The MHC is HLA-B51:01 with pseudo-sequence HLA-B51:01. The binding affinity (normalized) is 0.152. (3) The binding affinity (normalized) is 0. The peptide sequence is NRTYIYWHG. The MHC is Mamu-A07 with pseudo-sequence Mamu-A07.